Dataset: Full USPTO retrosynthesis dataset with 1.9M reactions from patents (1976-2016). Task: Predict the reactants needed to synthesize the given product. (1) Given the product [Br:1][C:2]1[N:6]([CH3:7])[N:5]=[C:4]([NH:8][S:18]([CH3:21])(=[O:20])=[O:19])[CH:3]=1, predict the reactants needed to synthesize it. The reactants are: [Br:1][C:2]1[N:6]([CH3:7])[N:5]=[C:4]([NH2:8])[CH:3]=1.CCN(C(C)C)C(C)C.[S:18](Cl)([CH3:21])(=[O:20])=[O:19]. (2) Given the product [O:1]=[C:2]1[CH:6]=[CH:5][C:4](=[O:7])[N:3]1[CH2:8][CH2:9][CH2:10][CH2:11][N:12]1[C:13](=[O:18])[N:14]=[N:15][C:16]1=[O:17], predict the reactants needed to synthesize it. The reactants are: [O:1]=[C:2]1[CH:6]=[CH:5][C:4](=[O:7])[N:3]1[CH2:8][CH2:9][CH2:10][CH2:11][N:12]1[C:16](=[O:17])[NH:15][NH:14][C:13]1=[O:18]. (3) Given the product [Cl:1][C:2]1[N:7]=[C:6]([C@@:8]([NH:13][S@@:14]([C:16]([CH3:19])([CH3:18])[CH3:17])=[O:15])([CH2:10][CH:11]=[O:12])[CH3:9])[C:5]([F:20])=[CH:4][CH:3]=1, predict the reactants needed to synthesize it. The reactants are: [Cl:1][C:2]1[N:7]=[C:6]([C@@:8]([NH:13][S@@:14]([C:16]([CH3:19])([CH3:18])[CH3:17])=[O:15])([CH2:10][CH2:11][OH:12])[CH3:9])[C:5]([F:20])=[CH:4][CH:3]=1.C(N(CC)CC)C.[Na+].[Cl-].